Dataset: HIV replication inhibition screening data with 41,000+ compounds from the AIDS Antiviral Screen. Task: Binary Classification. Given a drug SMILES string, predict its activity (active/inactive) in a high-throughput screening assay against a specified biological target. (1) The molecule is CCOC(=O)n1[nH][nH]c2c(c(=O)n(C)c(=O)n2C)n1C(=O)OCC. The result is 0 (inactive). (2) The molecule is CCN(CC)c1c(C(=O)C=Cc2ccc(Cl)cc2)c(-c2ccccc2)nn(C)c1=O. The result is 0 (inactive). (3) The molecule is CC(C)NC(=O)C=CC=Cc1ccc(Cl)cc1. The result is 0 (inactive).